Dataset: Reaction yield outcomes from USPTO patents with 853,638 reactions. Task: Predict the reaction yield, written as a fraction of the theoretical maximum amount of product (1.0 means a 100% yield; for example, 0.34 means a 34% yield). (1) The reactants are O[CH2:2][C:3]1[CH:8]=[CH:7][C:6]([C@H:9]([O:18][CH:19]2[CH2:24][CH2:23][CH2:22][CH2:21][O:20]2)[C:10]2[CH:11]=[C:12]([CH:15]=[CH:16][CH:17]=2)[C:13]#[N:14])=[CH:5][CH:4]=1.[I:25]I.C1(P(C2C=CC=CC=2)C2C=CC=CC=2)C=CC=CC=1.N1C=CN=C1.S([O-])([O-])(=O)=S.[Na+].[Na+]. The catalyst is ClCCl. The product is [I:25][CH2:2][C:3]1[CH:8]=[CH:7][C:6]([C@H:9]([O:18][CH:19]2[CH2:24][CH2:23][CH2:22][CH2:21][O:20]2)[C:10]2[CH:11]=[C:12]([CH:15]=[CH:16][CH:17]=2)[C:13]#[N:14])=[CH:5][CH:4]=1. The yield is 0.820. (2) The reactants are [CH3:1][C@H:2]1[NH:7][CH2:6][C@H:5]([C:8]([O:10][CH3:11])=[O:9])[CH2:4][CH2:3]1.[CH3:12][C:13]([O:16][C:17](O[C:17]([O:16][C:13]([CH3:15])([CH3:14])[CH3:12])=[O:18])=[O:18])([CH3:15])[CH3:14]. The catalyst is C(Cl)Cl.O. The product is [CH3:1][C@H:2]1[N:7]([C:17]([O:16][C:13]([CH3:15])([CH3:14])[CH3:12])=[O:18])[CH2:6][C@H:5]([C:8]([O:10][CH3:11])=[O:9])[CH2:4][CH2:3]1. The yield is 0.934. (3) The reactants are [CH3:1][O:2][C:3]1[C:8]2[O:9][CH2:10][O:11][C:7]=2[CH:6]=[C:5]([C:12](OC)=[O:13])[CH:4]=1.[H-].[H-].[H-].[H-].[Li+].[Al+3].O.[OH-].[Na+]. The catalyst is C1COCC1. The product is [CH3:1][O:2][C:3]1[C:8]2[O:9][CH2:10][O:11][C:7]=2[CH:6]=[C:5]([CH2:12][OH:13])[CH:4]=1. The yield is 0.520.